This data is from NCI-60 drug combinations with 297,098 pairs across 59 cell lines. The task is: Regression. Given two drug SMILES strings and cell line genomic features, predict the synergy score measuring deviation from expected non-interaction effect. Drug 1: CC1C(C(CC(O1)OC2CC(CC3=C2C(=C4C(=C3O)C(=O)C5=C(C4=O)C(=CC=C5)OC)O)(C(=O)C)O)N)O.Cl. Drug 2: C1CCC(CC1)NC(=O)N(CCCl)N=O. Cell line: NCIH23. Synergy scores: CSS=34.4, Synergy_ZIP=-5.08, Synergy_Bliss=-1.15, Synergy_Loewe=-12.4, Synergy_HSA=1.55.